Dataset: Catalyst prediction with 721,799 reactions and 888 catalyst types from USPTO. Task: Predict which catalyst facilitates the given reaction. Reactant: [Cl:1][C:2]1[CH:27]=[CH:26][C:5]2[N:6]3[C:10]([CH2:11][NH:12][CH2:13][C:4]=2[CH:3]=1)=[N:9][N:8]=[C:7]3[CH:14]1[CH2:19][CH2:18][N:17]([C:20]2[CH:25]=[CH:24][CH:23]=[CH:22][N:21]=2)[CH2:16][CH2:15]1.C(=O)([O-])[O-].[K+].[K+].Cl[C:35]1[CH:40]=[CH:39][N:38]=[CH:37][N:36]=1. Product: [Cl:1][C:2]1[CH:27]=[CH:26][C:5]2[N:6]3[C:10]([CH2:11][N:12]([C:35]4[CH:40]=[CH:39][N:38]=[CH:37][N:36]=4)[CH2:13][C:4]=2[CH:3]=1)=[N:9][N:8]=[C:7]3[CH:14]1[CH2:15][CH2:16][N:17]([C:20]2[CH:25]=[CH:24][CH:23]=[CH:22][N:21]=2)[CH2:18][CH2:19]1. The catalyst class is: 13.